This data is from Catalyst prediction with 721,799 reactions and 888 catalyst types from USPTO. The task is: Predict which catalyst facilitates the given reaction. (1) Reactant: [CH3:1][CH:2]1[CH2:13][C:12]2[C:4](=[CH:5][C:6]3[CH2:7][CH2:8][CH2:9][C:10]=3[CH:11]=2)[C:3]1=[O:14].[Cl-].[Cl-].[Cl-].[Al+3].[Br:19]Br. The catalyst class is: 22. Product: [Br:19][C:11]1[C:10]2[CH2:9][CH2:8][CH2:7][C:6]=2[CH:5]=[C:4]2[C:12]=1[CH2:13][CH:2]([CH3:1])[C:3]2=[O:14]. (2) Reactant: [CH2:1]([N:3]1[C:11]2[C:6](=[C:7]([N+:12]([O-])=O)[CH:8]=[CH:9][CH:10]=2)[C:5]([C:15]2[CH:20]=[CH:19][C:18]([CH3:21])=[CH:17][CH:16]=2)=[N:4]1)[CH3:2]. Product: [CH2:1]([N:3]1[C:11]2[C:6](=[C:7]([NH2:12])[CH:8]=[CH:9][CH:10]=2)[C:5]([C:15]2[CH:16]=[CH:17][C:18]([CH3:21])=[CH:19][CH:20]=2)=[N:4]1)[CH3:2]. The catalyst class is: 381. (3) Reactant: [CH3:1][C:2]1[CH:3]=[C:4]([CH3:25])[CH:5]=[C:6]([NH:8][C:9]([CH2:11][C:12]2[CH:13]=[CH:14][C:15]([O:18][C:19]([C:22](O)=[O:23])([CH3:21])[CH3:20])=[CH:16][CH:17]=2)=[O:10])[CH:7]=1.Cl.C[O:28][C:29](=[O:35])[C@@H:30]1[CH2:34][CH2:33][CH2:32][NH:31]1.O.ON1C2C=CC=CC=2N=N1.CN1CCOCC1.Cl.CN(C)CCCN=C=NCC. Product: [CH3:25][C:4]1[CH:5]=[C:6]([NH:8][C:9]([CH2:11][C:12]2[CH:17]=[CH:16][C:15]([O:18][C:19]([CH3:20])([CH3:21])[C:22]([C:30]3([C:29]([OH:28])=[O:35])[CH2:34][CH2:33][CH2:32][NH:31]3)=[O:23])=[CH:14][CH:13]=2)=[O:10])[CH:7]=[C:2]([CH3:1])[CH:3]=1. The catalyst class is: 9. (4) Reactant: [C:1]([C:5]1[CH:9]=[C:8]([NH:10][C:11](=[O:36])[NH:12][C:13]2[C:22]3[C:17](=[CH:18][CH:19]=[CH:20][CH:21]=3)[C:16]([O:23][CH2:24][C:25]3[CH:30]=[CH:29][N:28]=[C:27]([NH:31][C:32](=[O:35])[CH2:33]Cl)[CH:26]=3)=[CH:15][CH:14]=2)[N:7]([C:37]2[CH:42]=[CH:41][C:40]([CH3:43])=[CH:39][CH:38]=2)[N:6]=1)([CH3:4])([CH3:3])[CH3:2].CC[N:46]([CH:50]([CH3:52])C)[CH:47]([CH3:49])C.N1CCCC1. Product: [C:1]([C:5]1[CH:9]=[C:8]([NH:10][C:11](=[O:36])[NH:12][C:13]2[C:22]3[C:17](=[CH:18][CH:19]=[CH:20][CH:21]=3)[C:16]([O:23][CH2:24][C:25]3[CH:30]=[CH:29][N:28]=[C:27]([NH:31][C:32](=[O:35])[CH2:33][N:46]4[CH2:47][CH2:49][CH2:52][CH2:50]4)[CH:26]=3)=[CH:15][CH:14]=2)[N:7]([C:37]2[CH:42]=[CH:41][C:40]([CH3:43])=[CH:39][CH:38]=2)[N:6]=1)([CH3:4])([CH3:3])[CH3:2]. The catalyst class is: 59. (5) Reactant: CCCC[N+](CCCC)(CCCC)CCCC.[F-].[Cl:19][C:20]1[C:29]2[C:24](=[CH:25][CH:26]=[C:27]([C:30]([C:38]3[C:39]([CH3:45])=[N:40][C:41]([CH3:44])=[CH:42][CH:43]=3)([C:32]3[N:36]([CH3:37])[N:35]=[N:34][CH:33]=3)[OH:31])[CH:28]=2)[N:23]=[C:22]([O:46][CH3:47])[C:21]=1[CH2:48][O:49][Si](C(C)C)(C(C)C)C(C)C. Product: [Cl:19][C:20]1[C:29]2[C:24](=[CH:25][CH:26]=[C:27]([C:30]([C:38]3[C:39]([CH3:45])=[N:40][C:41]([CH3:44])=[CH:42][CH:43]=3)([C:32]3[N:36]([CH3:37])[N:35]=[N:34][CH:33]=3)[OH:31])[CH:28]=2)[N:23]=[C:22]([O:46][CH3:47])[C:21]=1[CH2:48][OH:49]. The catalyst class is: 49. (6) Reactant: [I:1][C:2]1[CH:7]=[CH:6][C:5]([OH:8])=[CH:4][CH:3]=1.Cl.Cl[CH2:11][CH2:12][N:13]1[CH2:17][CH2:16][CH2:15][CH2:14]1.C([O-])([O-])=O.[K+].[K+]. Product: [I:1][C:2]1[CH:7]=[CH:6][C:5]([O:8][CH2:11][CH2:12][N:13]2[CH2:17][CH2:16][CH2:15][CH2:14]2)=[CH:4][CH:3]=1. The catalyst class is: 3. (7) Reactant: [Cl:1][C:2]1[CH:3]=[C:4]2[C:9](=[CH:10][CH:11]=1)[CH:8]=[C:7]([S:12]([CH2:15][CH2:16][C:17]([N:19]1[CH2:24][CH2:23][CH:22]([C:25]3[N:26]=[CH:27][NH:28][CH:29]=3)[CH2:21][CH2:20]1)=[O:18])(=[O:14])=[O:13])[CH:6]=[CH:5]2.C(N(CC)CC)C.[C:37]1([C:43]([C:51]2[CH:56]=[CH:55][CH:54]=[CH:53][CH:52]=2)([C:45]2[CH:50]=[CH:49][CH:48]=[CH:47][CH:46]=2)Cl)[CH:42]=[CH:41][CH:40]=[CH:39][CH:38]=1. Product: [Cl:1][C:2]1[CH:3]=[C:4]2[C:9](=[CH:10][CH:11]=1)[CH:8]=[C:7]([S:12]([CH2:15][CH2:16][C:17]([N:19]1[CH2:20][CH2:21][CH:22]([C:25]3[N:26]=[CH:27][N:28]([C:43]([C:37]4[CH:42]=[CH:41][CH:40]=[CH:39][CH:38]=4)([C:51]4[CH:52]=[CH:53][CH:54]=[CH:55][CH:56]=4)[C:45]4[CH:46]=[CH:47][CH:48]=[CH:49][CH:50]=4)[CH:29]=3)[CH2:23][CH2:24]1)=[O:18])(=[O:13])=[O:14])[CH:6]=[CH:5]2. The catalyst class is: 3. (8) Reactant: [C:1]1([C:7]2([CH3:17])[C:12](=N)[N:11]([CH3:14])[C:10](=[O:15])[NH:9][C:8]2=[O:16])[CH2:6][CH2:5][CH2:4][CH2:3][CH:2]=1.C1(C2(C)C(=N)NC(=[O:31])N(C)C2=O)CCCCC=1.Cl.O.CCO. Product: [C:1]1([C:7]2([CH3:17])[C:12](=[O:31])[N:11]([CH3:14])[C:10](=[O:15])[NH:9][C:8]2=[O:16])[CH2:6][CH2:5][CH2:4][CH2:3][CH:2]=1. The catalyst class is: 6.